This data is from Full USPTO retrosynthesis dataset with 1.9M reactions from patents (1976-2016). The task is: Predict the reactants needed to synthesize the given product. (1) Given the product [NH:11]1[C:4]2[C:3]([CH2:1][CH2:2][C:38]3[CH:37]=[C:15]([CH:14]=[CH:13][C:39]=3[CH3:40])[C:16]([NH:18][C:19]3[CH:24]=[CH:23][C:22]([CH2:25][N:26]4[CH2:31][CH2:30][N:29]([CH3:32])[CH2:28][CH2:27]4)=[C:21]([C:33]([F:36])([F:35])[F:34])[CH:20]=3)=[O:17])=[CH:8][N:7]=[CH:6][C:5]=2[N:9]=[CH:10]1, predict the reactants needed to synthesize it. The reactants are: [C:1]([C:3]1[C:4]2[NH:11][CH:10]=[N:9][C:5]=2[CH:6]=[N:7][CH:8]=1)#[CH:2].I[C:13]1[CH:14]=[C:15]([CH:37]=[CH:38][C:39]=1[CH3:40])[C:16]([NH:18][C:19]1[CH:24]=[CH:23][C:22]([CH2:25][N:26]2[CH2:31][CH2:30][N:29]([CH3:32])[CH2:28][CH2:27]2)=[C:21]([C:33]([F:36])([F:35])[F:34])[CH:20]=1)=[O:17]. (2) Given the product [Br:15][CH2:16][CH2:17][O:14][CH:1]([C:8]1[CH:9]=[CH:10][CH:11]=[CH:12][CH:13]=1)[C:2]1[CH:7]=[CH:6][CH:5]=[CH:4][CH:3]=1, predict the reactants needed to synthesize it. The reactants are: [CH:1]([OH:14])([C:8]1[CH:13]=[CH:12][CH:11]=[CH:10][CH:9]=1)[C:2]1[CH:7]=[CH:6][CH:5]=[CH:4][CH:3]=1.[Br:15][CH2:16][CH2:17]O.S(=O)(=O)(O)O. (3) Given the product [N:27]1[C:28]2[C:23](=[CH:22][C:21]([O:20][C:17]3[CH:16]=[CH:15][C:14]([NH:7][S:4]([CH2:1][CH2:2][CH3:3])(=[O:5])=[O:6])=[CH:19][CH:18]=3)=[CH:30][CH:29]=2)[N:24]=[CH:25][CH:26]=1, predict the reactants needed to synthesize it. The reactants are: [CH2:1]([S:4]([N:7]([C:14]1[CH:19]=[CH:18][C:17]([O:20][C:21]2[CH:22]=[C:23]3[C:28](=[CH:29][CH:30]=2)[N:27]=[CH:26][CH:25]=[N:24]3)=[CH:16][CH:15]=1)S(CCC)(=O)=O)(=[O:6])=[O:5])[CH2:2][CH3:3].[OH-].[Na+]. (4) Given the product [CH2:20]([O:21][C:2]1[C:11]2[C:6](=[CH:7][CH:8]=[CH:9][CH:10]=2)[CH:5]=[C:4]([NH:12][C:13]2[CH:17]=[CH:16][NH:15][N:14]=2)[N:3]=1)[CH:19]([CH3:22])[CH3:18], predict the reactants needed to synthesize it. The reactants are: Cl[C:2]1[C:11]2[C:6](=[CH:7][CH:8]=[CH:9][CH:10]=2)[CH:5]=[C:4]([NH:12][C:13]2[CH:17]=[CH:16][NH:15][N:14]=2)[N:3]=1.[CH3:18][CH:19]([CH3:22])[CH2:20][OH:21]. (5) Given the product [Br:12][C:13]1[CH:18]=[N:17][C:16]([N:19]2[C:27]3[C:22](=[CH:23][CH:24]=[C:25]([C:28]([N:30]4[CH2:31][CH2:32][O:33][CH2:34][CH2:35]4)=[O:29])[CH:26]=3)[C:21]([S:36]([CH3:37])=[O:6])=[N:20]2)=[N:15][CH:14]=1, predict the reactants needed to synthesize it. The reactants are: ClC1C=C(C=CC=1)C(OO)=[O:6].[Br:12][C:13]1[CH:14]=[N:15][C:16]([N:19]2[C:27]3[C:22](=[CH:23][CH:24]=[C:25]([C:28]([N:30]4[CH2:35][CH2:34][O:33][CH2:32][CH2:31]4)=[O:29])[CH:26]=3)[C:21]([S:36][CH3:37])=[N:20]2)=[N:17][CH:18]=1. (6) Given the product [CH3:23][N:5]1[CH2:6][CH2:7][CH:8]([C:10]2[NH:11][C:12](=[O:20])[C:13]3[C:18]([CH:19]=2)=[CH:17][CH:16]=[CH:15][CH:14]=3)[CH2:9][CH:4]1[CH2:3][OH:2], predict the reactants needed to synthesize it. The reactants are: Cl.[OH:2][CH2:3][CH:4]1[CH2:9][CH:8]([C:10]2[NH:11][C:12](=[O:20])[C:13]3[C:18]([CH:19]=2)=[CH:17][CH:16]=[CH:15][CH:14]=3)[CH2:7][CH2:6][NH:5]1.C=O.[C:23](O[BH-](OC(=O)C)OC(=O)C)(=O)C.[Na+].C(=O)([O-])[O-].[K+].[K+].